Dataset: Forward reaction prediction with 1.9M reactions from USPTO patents (1976-2016). Task: Predict the product of the given reaction. (1) The product is: [C:1]([C:5]1[CH:6]=[C:7]([CH:20]=[CH:21][C:22]=1[Cl:23])[O:8][C:9]1[CH:10]=[C:11]([CH3:19])[C:12](=[CH:13][C:14]=1[CH3:15])[NH2:16])([CH3:4])([CH3:2])[CH3:3]. Given the reactants [C:1]([C:5]1[CH:6]=[C:7]([CH:20]=[CH:21][C:22]=1[Cl:23])[O:8][C:9]1[C:14]([CH3:15])=[CH:13][C:12]([N+:16]([O-])=O)=[C:11]([CH3:19])[CH:10]=1)([CH3:4])([CH3:3])[CH3:2].O.NN, predict the reaction product. (2) Given the reactants [Cl:1][C:2]1[C:10]2[N:9]=[CH:8][N:7]([CH:11]3[CH2:16][CH2:15][CH2:14][CH2:13][O:12]3)[C:6]=2[CH:5]=[CH:4][C:3]=1[CH2:17][N:18](C)[C:19](=O)OC(C)(C)C.Cl.O1CCOCC1, predict the reaction product. The product is: [Cl:1][C:2]1[C:10]2[N:9]=[CH:8][N:7]([CH:11]3[CH2:16][CH2:15][CH2:14][CH2:13][O:12]3)[C:6]=2[CH:5]=[CH:4][C:3]=1[CH2:17][NH:18][CH3:19]. (3) Given the reactants [Cl:1][C:2]1[C:3]([C:30]2[CH:35]=[C:34]([Cl:36])[CH:33]=[CH:32][C:31]=2[C:37]#[N:38])=[CH:4][C:5](=[O:29])[N:6]([CH:8]([CH2:25][CH:26]2[CH2:28][CH2:27]2)[C:9]([NH:11][C:12]2[CH:24]=[CH:23][C:15]([C:16]([O:18]C(C)(C)C)=[O:17])=[CH:14][CH:13]=2)=[O:10])[CH:7]=1.C(O)(C(F)(F)F)=O, predict the reaction product. The product is: [Cl:1][C:2]1[C:3]([C:30]2[CH:35]=[C:34]([Cl:36])[CH:33]=[CH:32][C:31]=2[C:37]#[N:38])=[CH:4][C:5](=[O:29])[N:6]([CH:8]([CH2:25][CH:26]2[CH2:27][CH2:28]2)[C:9]([NH:11][C:12]2[CH:13]=[CH:14][C:15]([C:16]([OH:18])=[O:17])=[CH:23][CH:24]=2)=[O:10])[CH:7]=1. (4) Given the reactants [F:1][C:2]1[C:7]2[CH2:8][CH2:9][CH:10]([N:19]3[CH:23]=[C:22]([C:24]4[CH:29]=[CH:28][C:27]([O:30][C:31]5[CH:32]=[N:33][CH:34]=[CH:35][CH:36]=5)=[CH:26][CH:25]=4)[N:21]=[N:20]3)[C:11](=[O:18])[N:12]([CH2:13][C:14]([F:17])([F:16])[F:15])[C:6]=2[CH:5]=[CH:4][CH:3]=1.N1C=CC(COC#CC2C=CC=CC=2)=C[CH:38]=1, predict the reaction product. The product is: [F:1][C:2]1[C:7]2[CH2:8][CH2:9][CH:10]([N:19]3[CH:23]=[C:22]([C:24]4[CH:25]=[CH:26][C:27]([O:30][CH2:31][C:36]5[CH:35]=[CH:34][N:33]=[CH:32][CH:38]=5)=[CH:28][CH:29]=4)[N:21]=[N:20]3)[C:11](=[O:18])[N:12]([CH2:13][C:14]([F:15])([F:17])[F:16])[C:6]=2[CH:5]=[CH:4][CH:3]=1. (5) Given the reactants [C-:1]#[N:2].[Na+].Cl.[CH3:5][NH:6][CH3:7].[F:8][C:9]1[CH:16]=[CH:15][C:12]([CH:13]=O)=[CH:11][CH:10]=1, predict the reaction product. The product is: [F:8][C:9]1[CH:16]=[CH:15][C:12]([CH:13]([N:6]([CH3:7])[CH3:5])[C:1]#[N:2])=[CH:11][CH:10]=1.